Dataset: Reaction yield outcomes from USPTO patents with 853,638 reactions. Task: Predict the reaction yield, written as a fraction of the theoretical maximum amount of product (1.0 means a 100% yield; for example, 0.34 means a 34% yield). (1) The reactants are [C:1](=[S:9])([NH2:8])[C:2]1[CH:7]=[CH:6][CH:5]=[CH:4][CH:3]=1.[Cl:10][CH2:11][C:12](=O)[CH2:13]Cl. The catalyst is CCO.C1COCC1. The product is [Cl:10][CH2:11][C:12]1[N:8]=[C:1]([C:2]2[CH:7]=[CH:6][CH:5]=[CH:4][CH:3]=2)[S:9][CH:13]=1. The yield is 0.729. (2) The reactants are CC[N:3]([CH:7](C)C)C(C)C.CC[N:12]=C=NCCCN(C)C.[CH:21]1[CH:22]=[CH:23][C:24]2[N:29](O)N=NC=2[CH:26]=1.N.[CH2:32]1[CH2:36][O:35][CH2:34][CH2:33]1. No catalyst specified. The product is [N:29]1[CH:26]=[CH:21][C:22]([C:36]2[NH:3][CH:7]=[C:33]([C:34]([NH2:12])=[O:35])[CH:32]=2)=[CH:23][CH:24]=1. The yield is 0.440.